This data is from Catalyst prediction with 721,799 reactions and 888 catalyst types from USPTO. The task is: Predict which catalyst facilitates the given reaction. Reactant: Cl[C:2]1[N:3]=[CH:4][C:5]2[N:11]([CH3:12])[C:10](=[O:13])[CH2:9][CH2:8][N:7]([CH:14]3[CH2:18][CH2:17][CH2:16][CH2:15]3)[C:6]=2[N:19]=1.[NH2:20][C:21]1[CH:29]=[CH:28][C:24]([C:25]([OH:27])=[O:26])=[CH:23][C:22]=1[O:30][CH3:31].C(O)C. Product: [CH:14]1([N:7]2[CH2:8][CH2:9][C:10](=[O:13])[N:11]([CH3:12])[C:5]3[CH:4]=[N:3][C:2]([NH:20][C:21]4[CH:29]=[CH:28][C:24]([C:25]([OH:27])=[O:26])=[CH:23][C:22]=4[O:30][CH3:31])=[N:19][C:6]2=3)[CH2:18][CH2:17][CH2:16][CH2:15]1. The catalyst class is: 126.